This data is from Peptide-MHC class II binding affinity with 134,281 pairs from IEDB. The task is: Regression. Given a peptide amino acid sequence and an MHC pseudo amino acid sequence, predict their binding affinity value. This is MHC class II binding data. The peptide sequence is TIPNIMFFSTMKRPS. The MHC is HLA-DQA10301-DQB10302 with pseudo-sequence HLA-DQA10301-DQB10302. The binding affinity (normalized) is 0.175.